Dataset: Full USPTO retrosynthesis dataset with 1.9M reactions from patents (1976-2016). Task: Predict the reactants needed to synthesize the given product. (1) Given the product [NH2:1][C:2]1[N:11]=[C:10]2[C:5]([C:6]([NH:24][C@H:25]([CH3:28])[CH2:26][OH:27])=[N:7][C:8]([S:12][CH2:15][C:16]3[S:29][CH:19]=[CH:18][CH:17]=3)=[N:9]2)=[N:4][CH:3]=1, predict the reactants needed to synthesize it. The reactants are: [NH2:1][C:2]1[N:11]=[C:10]2[C:5]([C:6]([NH:24][C@H:25]([CH3:28])[CH2:26][OH:27])=[N:7][C:8]([S:12]([CH2:15][C:16]3C=C[CH:19]=[C:18](F)[C:17]=3F)(=O)=O)=[N:9]2)=[N:4][CH:3]=1.[S:29]1C=CC=C1S.CC(C)([O-])C.[K+]. (2) Given the product [CH2:1]([O:3][CH2:4][CH2:5][O:6][C:7]1[CH:8]=[C:9]([CH3:37])[C:10]([C:14]2[CH:19]=[CH:18][CH:17]=[C:16]([CH2:20][NH:21][C:22]3[CH:23]=[CH:24][C:25]([CH2:28][C:29]([F:35])([F:36])[C:30]([OH:32])=[O:31])=[CH:26][CH:27]=3)[CH:15]=2)=[C:11]([CH3:13])[CH:12]=1)[CH3:2], predict the reactants needed to synthesize it. The reactants are: [CH2:1]([O:3][CH2:4][CH2:5][O:6][C:7]1[CH:12]=[C:11]([CH3:13])[C:10]([C:14]2[CH:19]=[CH:18][CH:17]=[C:16]([CH2:20][NH:21][C:22]3[CH:27]=[CH:26][C:25]([CH2:28][C:29]([F:36])([F:35])[C:30]([O:32]CC)=[O:31])=[CH:24][CH:23]=3)[CH:15]=2)=[C:9]([CH3:37])[CH:8]=1)[CH3:2].O1CCCC1.O.[OH-].[Li+].Cl.